This data is from Forward reaction prediction with 1.9M reactions from USPTO patents (1976-2016). The task is: Predict the product of the given reaction. (1) Given the reactants CC1N=C(C2C=CC=CC=2)C2CCNCC=2N=1.[CH2:18]([N:25]1[CH2:34][CH2:33][C:32]2[C:31](Cl)=[N:30][C:29]([C:36]([F:39])([F:38])[F:37])=[N:28][C:27]=2[CH2:26]1)[C:19]1[CH:24]=[CH:23][CH:22]=[CH:21][CH:20]=1.ClC1C2CCN(C(OC(C)(C)C)=O)CC=2N=C(C)N=1.[O:59]1[CH2:64][CH2:63][CH2:62][CH2:61][CH:60]1[N:65]1[C:69](B2OC(C)(C)C(C)(C)O2)=[CH:68][CH:67]=[N:66]1.C1(B(O)O)C=CC=CC=1, predict the reaction product. The product is: [CH2:18]([N:25]1[CH2:34][CH2:33][C:32]2[C:31]([C:69]3[N:65]([CH:60]4[CH2:61][CH2:62][CH2:63][CH2:64][O:59]4)[N:66]=[CH:67][CH:68]=3)=[N:30][C:29]([C:36]([F:39])([F:38])[F:37])=[N:28][C:27]=2[CH2:26]1)[C:19]1[CH:24]=[CH:23][CH:22]=[CH:21][CH:20]=1. (2) Given the reactants [CH:1]1([O:6][C:7]2[CH:8]=[C:9]([CH:12]=[CH:13][C:14]=2[O:15][CH3:16])[CH:10]=O)[CH2:5][CH2:4][CH2:3][CH2:2]1.[CH3:17][CH:18]([CH3:34])[C:19]([NH:21][C:22]1[CH:27]=[CH:26][CH:25]=[C:24]([CH:28]2[CH2:33][CH2:32][NH:31][CH2:30][CH2:29]2)[CH:23]=1)=[O:20], predict the reaction product. The product is: [CH:1]1([O:6][C:7]2[CH:8]=[C:9]([CH:12]=[CH:13][C:14]=2[O:15][CH3:16])[CH2:10][N:31]2[CH2:32][CH2:33][CH:28]([C:24]3[CH:23]=[C:22]([NH:21][C:19](=[O:20])[CH:18]([CH3:17])[CH3:34])[CH:27]=[CH:26][CH:25]=3)[CH2:29][CH2:30]2)[CH2:5][CH2:4][CH2:3][CH2:2]1. (3) Given the reactants [Cl:1][C:2]1[CH:7]=[C:6]([O:8][C:9]2[C:10]([CH3:16])=[N:11][C:12](C)=[CH:13][CH:14]=2)[CH:5]=[CH:4][N:3]=1.ClC1C=C(Cl)C=CN=1.CC1C(O)=CC=CN=1, predict the reaction product. The product is: [Cl:1][C:2]1[CH:7]=[C:6]([O:8][C:9]2[C:10]([CH3:16])=[N:11][CH:12]=[CH:13][CH:14]=2)[CH:5]=[CH:4][N:3]=1. (4) Given the reactants [NH2:1][CH2:2][CH2:3][S:4][CH2:5][CH2:6][CH2:7][N:8]1[CH:12]=[C:11]([C:13]2[N:18]=[C:17]([C:19]([NH:21][C:22]3[C:23]([C:33]([O-:35])=O)=[N:24][N:25](C4CCOCC4)[CH:26]=3)=[O:20])[CH:16]=[CH:15][CH:14]=2)[CH:10]=[N:9]1.[Li+].F[P-](F)(F)(F)(F)F.N1(O[P+](N(C)C)(N(C)C)N(C)C)[C:48]2[CH:49]=[CH:50][CH:51]=C[C:47]=2N=N1.C(N(C(C)C)C(C)C)C.CN(C=[O:77])C, predict the reaction product. The product is: [O:77]1[CH2:51][CH2:50][CH:49]([CH:7]2[CH2:6][CH2:5][S:4][CH2:3][CH2:2][NH:1][C:33](=[O:35])[C:23]3[C:22](=[CH:26][NH:25][N:24]=3)[NH:21][C:19](=[O:20])[C:17]3=[N:18][C:13](=[CH:14][CH:15]=[CH:16]3)[C:11]3=[CH:12][N:8]2[N:9]=[CH:10]3)[CH2:48][CH2:47]1. (5) Given the reactants [CH2:1]([N:8]1[C:12]2[CH2:13][O:14][CH2:15][CH2:16][C:11]=2[C:10]([C:17]#[N:18])=[C:9]1[NH2:19])[C:2]1[CH:7]=[CH:6][CH:5]=[CH:4][CH:3]=1.[CH:20]1([C:23](Cl)=[O:24])[CH2:22][CH2:21]1.C(N(C(C)C)CC)(C)C, predict the reaction product. The product is: [CH2:1]([N:8]1[C:12]2[CH2:13][O:14][CH2:15][CH2:16][C:11]=2[C:10]([C:17]#[N:18])=[C:9]1[NH:19][C:23]([CH:20]1[CH2:22][CH2:21]1)=[O:24])[C:2]1[CH:3]=[CH:4][CH:5]=[CH:6][CH:7]=1. (6) Given the reactants Cl[C:2]1[CH:7]=[N:6][CH:5]=[C:4]([Cl:8])[N:3]=1.[Br-].[CH3:10][O:11][C:12](=[O:17])[C@@H:13]([CH3:16])[CH2:14][Zn+], predict the reaction product. The product is: [Cl:8][C:4]1[N:3]=[C:2]([CH2:14][CH:13]([CH3:16])[C:12]([O:11][CH3:10])=[O:17])[CH:7]=[N:6][CH:5]=1. (7) Given the reactants [F:1][CH:2]([F:27])[CH2:3][N:4]1[C:8]([N:9]2[CH2:15][CH:14](O)[CH2:13][N:12]([C:17]([O:19][C:20]([CH3:23])([CH3:22])[CH3:21])=[O:18])[CH2:11][CH2:10]2)=[C:7]([N+:24]([O-:26])=[O:25])[CH:6]=[N:5]1.COCCN(S(F)(F)[F:38])CCOC.C([O-])(O)=O.[Na+], predict the reaction product. The product is: [F:1][CH:2]([F:27])[CH2:3][N:4]1[C:8]([N:9]2[CH2:15][CH:14]([F:38])[CH2:13][N:12]([C:17]([O:19][C:20]([CH3:23])([CH3:22])[CH3:21])=[O:18])[CH2:11][CH2:10]2)=[C:7]([N+:24]([O-:26])=[O:25])[CH:6]=[N:5]1. (8) The product is: [OH:35][C@H:34]1[C@H:30]2[O:29][CH2:28][C@@H:27]([O:26][C:24]3[N:23]([CH2:36][O:37][CH2:38][CH2:39][Si:40]([CH3:41])([CH3:43])[CH3:42])[C:5]4=[N:6][C:7]([C:8]5[CH:13]=[CH:12][C:11]([C:45]6[N:46]=[CH:47][C:48]([N:51]=[S:52]([CH3:57])([N:54]([CH3:55])[CH3:56])=[O:53])=[CH:49][N:50]=6)=[CH:10][CH:9]=5)=[C:2]([Cl:1])[CH:3]=[C:4]4[N:25]=3)[C@H:31]2[O:32][CH2:33]1. Given the reactants [Cl:1][C:2]1[CH:3]=[C:4]2[N:25]=[C:24]([O:26][C@H:27]3[C@H:31]4[O:32][CH2:33][C@@H:34]([OH:35])[C@H:30]4[O:29][CH2:28]3)[N:23]([CH2:36][O:37][CH2:38][CH2:39][Si:40]([CH3:43])([CH3:42])[CH3:41])[C:5]2=[N:6][C:7]=1[C:8]1[CH:13]=[CH:12][C:11](B2OC(C)(C)C(C)(C)O2)=[CH:10][CH:9]=1.Cl[C:45]1[N:50]=[CH:49][C:48]([N:51]=[S:52]([CH3:57])([N:54]([CH3:56])[CH3:55])=[O:53])=[CH:47][N:46]=1, predict the reaction product.